Dataset: Full USPTO retrosynthesis dataset with 1.9M reactions from patents (1976-2016). Task: Predict the reactants needed to synthesize the given product. (1) Given the product [CH:28]1[C:33]2[N:34]([C:19]([C:18]3[CH:22]=[CH:23][C:15]([CH2:14][CH2:13][CH2:12][C:11]([N:8]4[CH2:7][CH2:6][N:5]([CH2:4][CH2:3][C:2]([CH3:1])([CH3:26])[CH3:27])[CH2:10][CH2:9]4)=[O:25])=[C:16]([CH3:24])[CH:17]=3)=[O:21])[CH2:35][CH2:36][CH2:37][O:38][C:32]=2[CH:31]=[CH:30][CH:29]=1, predict the reactants needed to synthesize it. The reactants are: [CH3:1][C:2]([CH3:27])([CH3:26])[CH2:3][CH2:4][N:5]1[CH2:10][CH2:9][N:8]([C:11](=[O:25])[CH2:12][CH2:13][CH2:14][C:15]2[CH:23]=[CH:22][C:18]([C:19]([OH:21])=O)=[CH:17][C:16]=2[CH3:24])[CH2:7][CH2:6]1.[CH:28]1[C:33]2[NH:34][CH2:35][CH2:36][CH2:37][O:38][C:32]=2[CH:31]=[CH:30][CH:29]=1.CCN(C(C)C)C(C)C. (2) Given the product [Br:1][C:2]1[C:3]([C:14]2[CH:15]=[CH:16][C:11]([Cl:10])=[CH:12][CH:13]=2)=[CH:4][C:5]([Cl:8])=[N:6][CH:7]=1, predict the reactants needed to synthesize it. The reactants are: [Br:1][C:2]1[C:3](I)=[CH:4][C:5]([Cl:8])=[N:6][CH:7]=1.[Cl:10][C:11]1[CH:16]=[CH:15][C:14](B(O)O)=[CH:13][CH:12]=1.C([O-])([O-])=O.[K+].[K+].